From a dataset of Reaction yield outcomes from USPTO patents with 853,638 reactions. Predict the reaction yield, written as a fraction of the theoretical maximum amount of product (1.0 means a 100% yield; for example, 0.34 means a 34% yield). (1) The reactants are [CH2:1]([N:4]([C:38]1[S:39][CH:40]=[CH:41][N:42]=1)[S:5]([C:8]1[CH:13]=[CH:12][C:11]([N:14]2[CH2:18][CH2:17][C@@H:16]([O:19][Si](C(C)(C)C)(C3C=CC=CC=3)C3C=CC=CC=3)[C:15]2=[O:37])=[CH:10][CH:9]=1)(=[O:7])=[O:6])[CH:2]=[CH2:3].C1COCC1.[F-].C([N+](CCCC)(CCCC)CCCC)CCC. The catalyst is O. The product is [CH2:1]([N:4]([C:38]1[S:39][CH:40]=[CH:41][N:42]=1)[S:5]([C:8]1[CH:9]=[CH:10][C:11]([N:14]2[CH2:18][CH2:17][C@@H:16]([OH:19])[C:15]2=[O:37])=[CH:12][CH:13]=1)(=[O:7])=[O:6])[CH:2]=[CH2:3]. The yield is 0.820. (2) The reactants are CN1CCOCC1.[CH:8]1([CH2:13][C@H:14]([CH2:35][N:36]([CH:45]=[O:46])[O:37][CH2:38][C:39]2[CH:44]=[CH:43][CH:42]=[CH:41][CH:40]=2)[C:15]([N:17]2[C@H:21]([C:22](O)=[O:23])[CH2:20][CH2:19][N:18]2[C:25]([O:27][CH2:28][C:29]2[CH:34]=[CH:33][CH:32]=[CH:31][CH:30]=2)=[O:26])=[O:16])[CH2:12][CH2:11][CH2:10][CH2:9]1.COC1N=C(OC)N=C([N+]2(C)CCOCC2)N=1.[CH3:64][C@@H:65]1[CH2:70][N:69]([CH3:71])[CH2:68][CH2:67][N:66]1[C:72]1[N:77]=[CH:76][N:75]=[C:74]([NH2:78])[CH:73]=1. The catalyst is C(#N)C.C(Cl)Cl. The product is [CH:8]1([CH2:13][C@H:14]([CH2:35][N:36]([CH:45]=[O:46])[O:37][CH2:38][C:39]2[CH:40]=[CH:41][CH:42]=[CH:43][CH:44]=2)[C:15]([N:17]2[C@H:21]([C:22]([NH:78][C:74]3[CH:73]=[C:72]([N:66]4[CH2:67][CH2:68][N:69]([CH3:71])[CH2:70][C@H:65]4[CH3:64])[N:77]=[CH:76][N:75]=3)=[O:23])[CH2:20][CH2:19][N:18]2[C:25]([O:27][CH2:28][C:29]2[CH:34]=[CH:33][CH:32]=[CH:31][CH:30]=2)=[O:26])=[O:16])[CH2:12][CH2:11][CH2:10][CH2:9]1. The yield is 0.180.